Predict the reactants needed to synthesize the given product. From a dataset of Full USPTO retrosynthesis dataset with 1.9M reactions from patents (1976-2016). (1) Given the product [OH:2][C:3]1[CH:4]=[C:5]([CH2:21][CH2:22][C:23]([NH:25][C:26]2[CH:27]=[CH:28][CH:29]=[CH:30][CH:31]=2)=[O:24])[CH:6]=[C:7]([C:9]2[CH:18]=[CH:17][C:16]3[C:11](=[CH:12][CH:13]=[C:14]([OH:19])[CH:15]=3)[CH:10]=2)[CH:8]=1, predict the reactants needed to synthesize it. The reactants are: C[O:2][C:3]1[CH:4]=[C:5]([CH2:21][CH2:22][C:23]([NH:25][C:26]2[CH:31]=[CH:30][CH:29]=[CH:28][CH:27]=2)=[O:24])[CH:6]=[C:7]([C:9]2[CH:18]=[CH:17][C:16]3[C:11](=[CH:12][CH:13]=[C:14]([O:19]C)[CH:15]=3)[CH:10]=2)[CH:8]=1.[Cl-].[Cl-].[Cl-].[Al+3]. (2) Given the product [CH3:1][O:2][C:3]1[CH:48]=[CH:47][C:6]([CH2:7][N:8]2[C:26](=[O:27])[N:25]3[CH:21]([CH2:22][CH:23]([O:28][C:29]4[CH:34]=[C:33]([C:35]5[CH:40]=[CH:39][CH:38]=[CH:37][CH:36]=5)[N:32]=[C:31]([O:41][CH3:42])[N:30]=4)[CH2:24]3)[C:20](=[O:43])[NH:19][C:18]3([C:44]([NH:66][S:63]([CH:60]4[CH2:62][CH2:61]4)(=[O:65])=[O:64])=[O:46])[CH:16]([CH2:17]3)[CH:15]=[CH:14][CH2:13][CH2:12][CH2:11][CH2:10][CH2:9]2)=[CH:5][CH:4]=1, predict the reactants needed to synthesize it. The reactants are: [CH3:1][O:2][C:3]1[CH:48]=[CH:47][C:6]([CH2:7][N:8]2[C:26](=[O:27])[N:25]3[CH:21]([CH2:22][CH:23]([O:28][C:29]4[CH:34]=[C:33]([C:35]5[CH:40]=[CH:39][CH:38]=[CH:37][CH:36]=5)[N:32]=[C:31]([O:41][CH3:42])[N:30]=4)[CH2:24]3)[C:20](=[O:43])[NH:19][C:18]3([C:44]([OH:46])=O)[CH:16]([CH2:17]3)[CH:15]=[CH:14][CH2:13][CH2:12][CH2:11][CH2:10][CH2:9]2)=[CH:5][CH:4]=1.CCN=C=NCCCN(C)C.[CH:60]1([S:63]([NH2:66])(=[O:65])=[O:64])[CH2:62][CH2:61]1.C1CCN2C(=NCCC2)CC1.C(O)(=O)CC(CC(O)=O)(C(O)=O)O. (3) Given the product [C:31]([O:35][C:36](=[O:39])[CH2:37][NH:38][C:8]([C:3]1[C:2]([OH:1])=[CH:7][CH:6]=[CH:5][N:4]=1)=[O:10])([CH3:34])([CH3:33])[CH3:32], predict the reactants needed to synthesize it. The reactants are: [OH:1][C:2]1[C:3]([C:8]([OH:10])=O)=[N:4][CH:5]=[CH:6][CH:7]=1.C(N(C(C)C)CC)(C)C.ON1C2C=CC=CC=2N=N1.Cl.[C:31]([O:35][C:36](=[O:39])[CH2:37][NH2:38])([CH3:34])([CH3:33])[CH3:32]. (4) Given the product [CH2:12]([NH:11][C@@H:9]1[CH2:10][C@H:8]1[C:2]1[CH:7]=[CH:6][CH:5]=[CH:4][CH:3]=1)[C:13]1[CH:18]=[CH:17][CH:16]=[CH:15][CH:14]=1, predict the reactants needed to synthesize it. The reactants are: Cl.[C:2]1([C@@H:8]2[CH2:10][C@H:9]2[NH2:11])[CH:7]=[CH:6][CH:5]=[CH:4][CH:3]=1.[CH:12](=O)[C:13]1[CH:18]=[CH:17][CH:16]=[CH:15][CH:14]=1.C([BH3-])#N.[Na+]. (5) Given the product [ClH:30].[Cl:30][C:27]1[CH:28]=[C:29]2[C:24](=[C:25]([Cl:31])[CH:26]=1)[CH2:23][N:22]([CH3:32])[CH2:21][C@H:20]2[C:15]1[CH:16]=[CH:17][CH:18]=[CH:19][C:14]=1[N:10]1[C:36](=[O:40])[CH2:37][N:38]([CH3:39])[C:11]1=[O:12], predict the reactants needed to synthesize it. The reactants are: [N+](C1C=CC([N:10]([C:14]2[CH:19]=[CH:18][CH:17]=[CH:16][C:15]=2[C@H:20]2[C:29]3[C:24](=[C:25]([Cl:31])[CH:26]=[C:27]([Cl:30])[CH:28]=3)[CH2:23][N:22]([CH3:32])[CH2:21]2)[C:11](=O)[O-:12])=CC=1)([O-])=O.Cl.CO[C:36](=[O:40])[CH2:37][NH:38][CH3:39].C(N(CC)CC)C.Cl. (6) Given the product [Br:1][C:2]1[CH:3]=[C:4]([Cl:9])[C:5]([NH:17][C:16]2[CH:18]=[CH:19][C:13]([Cl:12])=[CH:14][CH:15]=2)=[N:6][CH:7]=1, predict the reactants needed to synthesize it. The reactants are: [Br:1][C:2]1[CH:3]=[C:4]([Cl:9])[C:5](Cl)=[N:6][CH:7]=1.[H-].[Na+].[Cl:12][C:13]1[CH:19]=[CH:18][C:16]([NH2:17])=[CH:15][CH:14]=1. (7) The reactants are: [O-]P([O-])([O-])=O.[K+].[K+].[K+].[C@@H]1(N)CCCC[C@H]1N.CCCCCCCCCCCC.I[C:30]1[S:31][CH:32]=[CH:33][CH:34]=1.[NH:35]1[CH2:39][CH2:38][CH2:37][C:36]1=[O:40]. Given the product [S:31]1[CH:32]=[CH:33][CH:34]=[C:30]1[N:35]1[CH2:39][CH2:38][CH2:37][C:36]1=[O:40], predict the reactants needed to synthesize it. (8) The reactants are: Cl.[NH2:2][C:3]([CH3:17])([CH3:16])[CH2:4][NH:5][C:6](=[O:15])[O:7][CH2:8][C:9]1[CH:14]=[CH:13][CH:12]=[CH:11][CH:10]=1.CN(C(ON1N=NC2C=CC=NC1=2)=[N+](C)C)C.F[P-](F)(F)(F)(F)F.[C:42](O)(=[O:50])[C:43]1[C:44](=[CH:46][CH:47]=[CH:48][CH:49]=1)[OH:45].CCN(C(C)C)C(C)C. Given the product [OH:45][C:44]1[CH:46]=[CH:47][CH:48]=[CH:49][C:43]=1[C:42]([NH:2][C:3]([CH3:17])([CH3:16])[CH2:4][NH:5][C:6](=[O:15])[O:7][CH2:8][C:9]1[CH:14]=[CH:13][CH:12]=[CH:11][CH:10]=1)=[O:50], predict the reactants needed to synthesize it. (9) Given the product [Br:1][C:2]1[CH:3]=[N:4][CH:5]=[C:6]([C:9]=1[NH:10][C:11]1[CH:12]=[N:13][C:14]([N:17]2[CH2:18][C@H:19]([CH3:24])[O:20][C@H:21]([CH3:23])[CH2:22]2)=[CH:15][CH:16]=1)[C:7]([NH2:8])=[O:25], predict the reactants needed to synthesize it. The reactants are: [Br:1][C:2]1[CH:3]=[N:4][CH:5]=[C:6]([C:9]=1[NH:10][C:11]1[CH:12]=[N:13][C:14]([N:17]2[CH2:22][C@H:21]([CH3:23])[O:20][C@H:19]([CH3:24])[CH2:18]2)=[CH:15][CH:16]=1)[C:7]#[N:8].[OH-:25].[Na+].OO. (10) Given the product [CH2:32]([NH:34][C:2]1[N:7]=[C:6]([NH:8][C:9](=[O:31])[CH:10]([NH:14][C:15](=[O:30])[CH2:16][C:17]2[CH:22]=[CH:21][CH:20]=[C:19]([O:23][C:24]3[CH:29]=[CH:28][CH:27]=[CH:26][CH:25]=3)[CH:18]=2)[CH2:11][CH2:12][CH3:13])[CH:5]=[N:4][CH:3]=1)[CH3:33], predict the reactants needed to synthesize it. The reactants are: Cl[C:2]1[N:7]=[C:6]([NH:8][C:9](=[O:31])[CH:10]([NH:14][C:15](=[O:30])[CH2:16][C:17]2[CH:22]=[CH:21][CH:20]=[C:19]([O:23][C:24]3[CH:29]=[CH:28][CH:27]=[CH:26][CH:25]=3)[CH:18]=2)[CH2:11][CH2:12][CH3:13])[CH:5]=[N:4][CH:3]=1.[CH2:32]([NH2:34])[CH3:33].